Regression. Given a peptide amino acid sequence and an MHC pseudo amino acid sequence, predict their binding affinity value. This is MHC class I binding data. From a dataset of Peptide-MHC class I binding affinity with 185,985 pairs from IEDB/IMGT. (1) The peptide sequence is VLNHYTPEY. The MHC is HLA-A02:01 with pseudo-sequence HLA-A02:01. The binding affinity (normalized) is 0.0847. (2) The peptide sequence is FQPHQLWTT. The MHC is HLA-A02:06 with pseudo-sequence HLA-A02:06. The binding affinity (normalized) is 0.834. (3) The peptide sequence is HRIQEELFY. The MHC is HLA-A02:01 with pseudo-sequence HLA-A02:01. The binding affinity (normalized) is 0.0847.